Dataset: Peptide-MHC class I binding affinity with 185,985 pairs from IEDB/IMGT. Task: Regression. Given a peptide amino acid sequence and an MHC pseudo amino acid sequence, predict their binding affinity value. This is MHC class I binding data. The peptide sequence is FHERGYVKL. The MHC is HLA-B39:01 with pseudo-sequence HLA-B39:01. The binding affinity (normalized) is 0.672.